This data is from Forward reaction prediction with 1.9M reactions from USPTO patents (1976-2016). The task is: Predict the product of the given reaction. (1) Given the reactants [CH3:1][O:2][C:3]([C:5]1[C:10]([C:11]2[C:21]3[CH:22]=[CH:23][C:24]([OH:26])=[CH:25][C:20]=3[O:19][C:18]3[C:12]=2[CH:13]=[CH:14][C:15]([CH:17]=3)=[O:16])=[CH:9][CH:8]=[CH:7][CH:6]=1)=[O:4].C(=O)([O-])[O-].[K+].[K+].Br[CH2:34][C:35]1[CH:40]=[CH:39][C:38]([B:41]2[O:49][C:46]([CH3:48])([CH3:47])[C:43]([CH3:45])([CH3:44])[O:42]2)=[CH:37][CH:36]=1, predict the reaction product. The product is: [O:16]=[C:15]1[CH:17]=[C:18]2[C:12](=[C:11]([C:10]3[CH:9]=[CH:8][CH:7]=[CH:6][C:5]=3[C:3]([O:2][CH3:1])=[O:4])[C:21]3[C:20]([O:19]2)=[CH:25][C:24]([O:26][CH2:34][C:35]2[CH:36]=[CH:37][C:38]([B:41]4[O:42][C:43]([CH3:45])([CH3:44])[C:46]([CH3:48])([CH3:47])[O:49]4)=[CH:39][CH:40]=2)=[CH:23][CH:22]=3)[CH:13]=[CH:14]1. (2) Given the reactants [C-:1]#[N:2].[K+].Br[CH2:5][C:6]1[CH:16]=[CH:15][C:9]([C:10]([O:12][CH2:13][CH3:14])=[O:11])=[CH:8][CH:7]=1, predict the reaction product. The product is: [C:1]([CH2:5][C:6]1[CH:16]=[CH:15][C:9]([C:10]([O:12][CH2:13][CH3:14])=[O:11])=[CH:8][CH:7]=1)#[N:2]. (3) Given the reactants [Li+].[OH-].C[O:4][C:5](=[O:22])[CH2:6][CH2:7][CH2:8][C:9]1[CH:13]=[C:12]([C:14]2[CH:19]=[CH:18][CH:17]=[CH:16][C:15]=2[O:20][CH3:21])[O:11][N:10]=1, predict the reaction product. The product is: [CH3:21][O:20][C:15]1[CH:16]=[CH:17][CH:18]=[CH:19][C:14]=1[C:12]1[O:11][N:10]=[C:9]([CH2:8][CH2:7][CH2:6][C:5]([OH:22])=[O:4])[CH:13]=1. (4) Given the reactants [Cl:1][C:2]1[CH:3]=[C:4]([CH:8]=[CH:9][CH:10]=1)[C:5](Cl)=[O:6].C(N(CC)CC)C.[NH2:18][CH2:19][C:20]1[CH:36]=[CH:35][C:23]([C:24]([N:26]([C:28]2[CH:33]=[CH:32][C:31]([Cl:34])=[CH:30][CH:29]=2)[CH3:27])=[O:25])=[CH:22][C:21]=1[CH3:37], predict the reaction product. The product is: [Cl:1][C:2]1[CH:3]=[C:4]([CH:8]=[CH:9][CH:10]=1)[C:5]([NH:18][CH2:19][C:20]1[CH:36]=[CH:35][C:23]([C:24]([N:26]([C:28]2[CH:33]=[CH:32][C:31]([Cl:34])=[CH:30][CH:29]=2)[CH3:27])=[O:25])=[CH:22][C:21]=1[CH3:37])=[O:6]. (5) The product is: [CH2:1]([C:3]1[CH:9]=[CH:8][CH:7]=[C:6]([CH2:10][CH3:11])[C:4]=1[N:5]=[C:12]([C:15]1[CH:20]=[CH:19][CH:18]=[C:17]([C:21](=[N:5][C:4]2[C:6]([CH2:10][CH3:11])=[CH:7][CH:8]=[CH:9][C:3]=2[CH2:1][CH3:2])[CH3:22])[N:16]=1)[CH3:13])[CH3:2]. Given the reactants [CH2:1]([C:3]1[CH:9]=[CH:8][CH:7]=[C:6]([CH2:10][CH3:11])[C:4]=1[NH2:5])[CH3:2].[C:12]([C:15]1[CH:20]=[CH:19][CH:18]=[C:17]([C:21](=O)[CH3:22])[N:16]=1)(=O)[CH3:13], predict the reaction product. (6) Given the reactants Br[C:2]1[CH:7]=[CH:6][C:5]([C:8]2[CH:12]=[CH:11][N:10]([CH3:13])[N:9]=2)=[CH:4][CH:3]=1.[B:14]1([B:14]2[O:18][C:17]([CH3:20])([CH3:19])[C:16]([CH3:22])([CH3:21])[O:15]2)[O:18][C:17]([CH3:20])([CH3:19])[C:16]([CH3:22])([CH3:21])[O:15]1.C([O-])(=O)C.[K+].C(Cl)Cl, predict the reaction product. The product is: [CH3:13][N:10]1[CH:11]=[CH:12][C:8]([C:5]2[CH:6]=[CH:7][C:2]([B:14]3[O:18][C:17]([CH3:20])([CH3:19])[C:16]([CH3:22])([CH3:21])[O:15]3)=[CH:3][CH:4]=2)=[N:9]1. (7) Given the reactants [C:1]([C:3]1[CH:8]=[CH:7][N:6]=[C:5]([CH2:9][OH:10])[CH:4]=1)#[N:2].P(=O)(O)(O)O, predict the reaction product. The product is: [C:1]([C:3]1[CH:8]=[CH:7][N:6]=[C:5]([CH:9]=[O:10])[CH:4]=1)#[N:2]. (8) The product is: [CH2:1]([C@H:5]1[CH2:10][CH2:9][C@H:8]([C@H:11]2[CH2:16][CH2:15][C@H:14]([CH2:17][Cl:27])[CH2:13][CH2:12]2)[CH2:7][CH2:6]1)[CH2:2][CH2:3][CH3:4]. Given the reactants [CH2:1]([C@H:5]1[CH2:10][CH2:9][C@H:8]([C@H:11]2[CH2:16][CH2:15][C@H:14]([CH2:17]O)[CH2:13][CH2:12]2)[CH2:7][CH2:6]1)[CH2:2][CH2:3][CH3:4].N1C=CC=CC=1.S(Cl)([Cl:27])=O, predict the reaction product. (9) Given the reactants Cl[C:2]1[N:7]=[C:6]([NH:8][C@H:9]([C:11]2[CH:16]=[CH:15][C:14]([F:17])=[CH:13][N:12]=2)[CH3:10])[C:5]([N+:18]([O-:20])=[O:19])=[CH:4][CH:3]=1.[CH:21]1([C:24]2[NH:28][N:27]=[C:26]([NH2:29])[CH:25]=2)[CH2:23][CH2:22]1.CCN(C(C)C)C(C)C, predict the reaction product. The product is: [CH:21]1([C:24]2[NH:28][N:27]=[C:26]([NH:29][C:2]3[N:7]=[C:6]([NH:8][C@H:9]([C:11]4[CH:16]=[CH:15][C:14]([F:17])=[CH:13][N:12]=4)[CH3:10])[C:5]([N+:18]([O-:20])=[O:19])=[CH:4][CH:3]=3)[CH:25]=2)[CH2:23][CH2:22]1. (10) Given the reactants C[O:2][C:3](=[O:32])[C:4]1[CH:9]=[C:8]([Cl:10])[CH:7]=[CH:6][C:5]=1[O:11][CH2:12][CH2:13][CH2:14][N:15]1[CH2:20][CH2:19][C:18]([CH2:22][C:23]2[CH:28]=[CH:27][C:26]([Cl:29])=[CH:25][CH:24]=2)([OH:21])[C:17]([CH3:31])([CH3:30])[CH2:16]1.[Li+].[OH-], predict the reaction product. The product is: [Cl:10][C:8]1[CH:7]=[CH:6][C:5]([O:11][CH2:12][CH2:13][CH2:14][N:15]2[CH2:20][CH2:19][C:18]([CH2:22][C:23]3[CH:28]=[CH:27][C:26]([Cl:29])=[CH:25][CH:24]=3)([OH:21])[C:17]([CH3:31])([CH3:30])[CH2:16]2)=[C:4]([CH:9]=1)[C:3]([OH:32])=[O:2].